From a dataset of Catalyst prediction with 721,799 reactions and 888 catalyst types from USPTO. Predict which catalyst facilitates the given reaction. Reactant: C(O[C:4]1[C:5](=[O:17])[C:6](=[O:16])[C:7]=1[NH:8][C:9]1[CH:14]=[CH:13][CH:12]=[CH:11][C:10]=1[OH:15])C.[CH2:18]([C:21]1[CH:27]=[CH:26][CH:25]=[CH:24][C:22]=1[NH2:23])[CH2:19][CH3:20]. Product: [CH2:18]([C:21]1[CH:27]=[CH:26][CH:25]=[CH:24][C:22]=1[NH:23][C:4]1[C:5](=[O:17])[C:6](=[O:16])[C:7]=1[NH:8][C:9]1[CH:14]=[CH:13][CH:12]=[CH:11][C:10]=1[OH:15])[CH2:19][CH3:20]. The catalyst class is: 16.